The task is: Binary Classification. Given a drug SMILES string, predict its activity (active/inactive) in a high-throughput screening assay against a specified biological target.. This data is from Cav3 T-type calcium channel HTS with 100,875 compounds. (1) The molecule is O1CCN(CC1)c1[nH]c(=O)n(c(=O)c1)c1ccc(OC)cc1. The result is 0 (inactive). (2) The compound is FC(F)(F)c1ccc(CN2c3c(C(=NCC2=O)c2ccccc2)cccc3)cc1. The result is 0 (inactive). (3) The compound is O(c1c(NC(=O)CC(C)C)cc(OCC)c(NC(=O)c2ncccc2)c1)CC. The result is 0 (inactive). (4) The drug is s1c2ncn3c(nnc3C)c2c(c1C)C. The result is 0 (inactive).